This data is from Full USPTO retrosynthesis dataset with 1.9M reactions from patents (1976-2016). The task is: Predict the reactants needed to synthesize the given product. (1) Given the product [O:43]=[S:29]1(=[O:28])[CH2:30][CH2:31][N:32]([CH2:35][C:36]2[CH:37]=[CH:38][C:39]([NH:42][C:4]([C:6]3[C:7]4[N:8]=[CH:9][CH:10]=[N:11][C:12]=4[C:13]([C:16]4[C:17]([F:27])=[C:18]([O:25][CH3:26])[CH:19]=[C:20]([O:23][CH3:24])[C:21]=4[F:22])=[CH:14][CH:15]=3)=[O:3])=[N:40][CH:41]=2)[CH2:33][CH2:34]1, predict the reactants needed to synthesize it. The reactants are: C([O:3][C:4]([C:6]1[C:7]2[N:8]=[CH:9][CH:10]=[N:11][C:12]=2[C:13]([C:16]2[C:21]([F:22])=[C:20]([O:23][CH3:24])[CH:19]=[C:18]([O:25][CH3:26])[C:17]=2[F:27])=[CH:14][CH:15]=1)=O)C.[O:28]=[S:29]1(=[O:43])[CH2:34][CH2:33][N:32]([CH2:35][C:36]2[CH:37]=[CH:38][C:39]([NH2:42])=[N:40][CH:41]=2)[CH2:31][CH2:30]1.C[Al](C)C.C([O-])(O)=O.[Na+]. (2) Given the product [OH:5][C:6]1[CH:11]=[C:10]([CH3:12])[NH:9][C:8](=[O:13])[C:7]=1[N+:1]([O-:4])=[O:2], predict the reactants needed to synthesize it. The reactants are: [N+:1]([O-:4])(O)=[O:2].[OH:5][C:6]1[CH:11]=[C:10]([CH3:12])[NH:9][C:8](=[O:13])[CH:7]=1. (3) Given the product [CH3:1][N:2]1[CH2:7][CH2:6][CH:5]([C:8]([Cl:19])=[O:10])[CH2:4][CH2:3]1, predict the reactants needed to synthesize it. The reactants are: [CH3:1][N:2]1[CH2:7][CH2:6][CH:5]([C:8]([OH:10])=O)[CH2:4][CH2:3]1.CN(C)C=O.C(Cl)(=O)C([Cl:19])=O. (4) Given the product [Cl:1][C:2]1[N:7]=[C:6]([C:8]([OH:10])=[O:9])[CH:5]=[C:4]([C:18]2[N:14]([CH3:13])[N:15]=[CH:16][CH:17]=2)[N:3]=1, predict the reactants needed to synthesize it. The reactants are: [Cl:1][C:2]1[N:7]=[C:6]([C:8]([O:10]C)=[O:9])[CH:5]=[C:4](Cl)[N:3]=1.[CH3:13][N:14]1[C:18](B2OC(C)(C)C(C)(C)O2)=[CH:17][CH:16]=[N:15]1.C(=O)([O-])[O-].[Na+].[Na+]. (5) Given the product [NH2:9][C:7]1[CH:6]=[CH:5][C:4]([C:12]2[S:13][C:14]3[CH:20]=[C:19]([O:21][CH3:22])[CH:18]=[CH:17][C:15]=3[N:16]=2)=[C:3]([O:2][CH3:1])[CH:8]=1, predict the reactants needed to synthesize it. The reactants are: [CH3:1][O:2][C:3]1[CH:8]=[C:7]([N+:9]([O-])=O)[CH:6]=[CH:5][C:4]=1[C:12]1[S:13][C:14]2[CH:20]=[C:19]([O:21][CH3:22])[CH:18]=[CH:17][C:15]=2[N:16]=1.O.O.[Sn](Cl)Cl. (6) Given the product [C:40]([O:39][C:37]([NH:36][CH:10]([CH2:11][C:12]1[CH:17]=[CH:16][C:15]([O:18][C:19]2[CH:24]=[CH:23][C:22]([C:25](=[O:35])[NH:26][OH:27])=[CH:21][CH:20]=2)=[CH:14][CH:13]=1)[C:9]([OH:44])=[O:8])=[O:38])([CH3:43])([CH3:41])[CH3:42], predict the reactants needed to synthesize it. The reactants are: C([O:8][C:9](=[O:44])[CH:10]([NH:36][C:37]([O:39][C:40]([CH3:43])([CH3:42])[CH3:41])=[O:38])[CH2:11][C:12]1[CH:17]=[CH:16][C:15]([O:18][C:19]2[CH:24]=[CH:23][C:22]([C:25](=[O:35])[NH:26][O:27]CC3C=CC=CC=3)=[CH:21][CH:20]=2)=[CH:14][CH:13]=1)C1C=CC=CC=1.[H][H]. (7) Given the product [CH3:34][C:24]1[CH:29]=[CH:28][C:27]([CH2:30][C:31]([NH:15][C@@H:14]([CH2:16][C:17]2[CH:22]=[CH:21][CH:20]=[CH:19][CH:18]=2)[C:13]([O:12][CH3:11])=[O:23])=[O:32])=[CH:26][CH:25]=1, predict the reactants needed to synthesize it. The reactants are: CC(N=C=NC(C)C)C.Cl.[CH3:11][O:12][C:13](=[O:23])[C@H:14]([CH2:16][C:17]1[CH:22]=[CH:21][CH:20]=[CH:19][CH:18]=1)[NH2:15].[C:24]1([CH3:34])[CH:29]=[CH:28][C:27]([CH2:30][C:31](O)=[O:32])=[CH:26][CH:25]=1.